Dataset: Forward reaction prediction with 1.9M reactions from USPTO patents (1976-2016). Task: Predict the product of the given reaction. (1) Given the reactants [CH2:1]([C:3]1[CH:8]=[CH:7][CH:6]=[C:5]([CH2:9][CH3:10])[C:4]=1[C:11]1[CH:12]=[C:13]2[CH:19]=[CH:18][NH:17][C:14]2=[CH:15][N:16]=1)[CH3:2].[H-].[Na+].Br[CH:23]([CH2:27][CH2:28][CH3:29])[CH2:24][CH2:25][CH3:26].O, predict the reaction product. The product is: [CH2:1]([C:3]1[CH:8]=[CH:7][CH:6]=[C:5]([CH2:9][CH3:10])[C:4]=1[C:11]1[CH:12]=[C:13]2[CH:19]=[CH:18][N:17]([CH:23]([CH2:27][CH2:28][CH3:29])[CH2:24][CH2:25][CH3:26])[C:14]2=[CH:15][N:16]=1)[CH3:2]. (2) Given the reactants [Cl:1][C:2]1[CH:14]=[CH:13][C:5]2[S:6][C:7]([C:10]([OH:12])=O)=[C:8]([CH3:9])[C:4]=2[CH:3]=1.[NH2:15][C@@H:16]([C:18]1[CH:19]=[C:20]([CH:35]=[C:36]([CH3:38])[CH:37]=1)[O:21][C:22]1[CH:27]=[CH:26][C:25]([CH2:28][CH2:29][C:30]([OH:32])=[O:31])=[C:24]([CH2:33][CH3:34])[CH:23]=1)[CH3:17], predict the reaction product. The product is: [Cl:1][C:2]1[CH:14]=[CH:13][C:5]2[S:6][C:7]([C:10]([NH:15][CH:16]([C:18]3[CH:19]=[C:20]([CH:35]=[C:36]([CH3:38])[CH:37]=3)[O:21][C:22]3[CH:27]=[CH:26][C:25]([CH2:28][CH2:29][C:30]([OH:32])=[O:31])=[C:24]([CH2:33][CH3:34])[CH:23]=3)[CH3:17])=[O:12])=[C:8]([CH3:9])[C:4]=2[CH:3]=1. (3) The product is: [CH2:5]([O:4][C:1](=[C:14]([C:13]#[N:17])[C:15]#[N:16])[CH2:2][CH3:3])[CH3:6]. Given the reactants [C:1](OCC)(OCC)([O:4][CH2:5][CH3:6])[CH2:2][CH3:3].[C:13](#[N:17])[CH2:14][C:15]#[N:16], predict the reaction product. (4) Given the reactants [H-].[Na+].[CH3:3][N:4]1[C:12]2[CH:11]=[CH:10][CH:9]=[CH:8][C:7]=2[C:6]2[C:13]([C:18]([O:20][CH2:21][CH3:22])=[O:19])=[N:14][NH:15][C:16](=[O:17])[C:5]1=2.[CH2:23](Br)[C:24]1[CH:29]=[CH:28][CH:27]=[CH:26][CH:25]=1, predict the reaction product. The product is: [CH2:23]([N:15]1[C:16](=[O:17])[C:5]2[N:4]([CH3:3])[C:12]3[CH:11]=[CH:10][CH:9]=[CH:8][C:7]=3[C:6]=2[C:13]([C:18]([O:20][CH2:21][CH3:22])=[O:19])=[N:14]1)[C:24]1[CH:29]=[CH:28][CH:27]=[CH:26][CH:25]=1. (5) Given the reactants [C:1]([O:5][C:6]([NH:8][CH2:9][C:10]1[C:11]([CH2:27][CH:28]([CH3:30])[CH3:29])=[N:12][C:13]([CH3:26])=[C:14]([C:18]=1[C:19]1[CH:24]=[CH:23][C:22]([CH3:25])=[CH:21][CH:20]=1)[C:15]([OH:17])=[O:16])=[O:7])([CH3:4])([CH3:3])[CH3:2].Cl[CH2:32][C:33]1[O:34][C:35](=[O:39])[O:36][C:37]=1[CH3:38].C(=O)([O-])[O-].[K+].[K+], predict the reaction product. The product is: [C:1]([O:5][C:6]([NH:8][CH2:9][C:10]1[C:11]([CH2:27][CH:28]([CH3:30])[CH3:29])=[N:12][C:13]([CH3:26])=[C:14]([C:18]=1[C:19]1[CH:24]=[CH:23][C:22]([CH3:25])=[CH:21][CH:20]=1)[C:15]([O:17][CH2:32][C:33]1[O:34][C:35](=[O:39])[O:36][C:37]=1[CH3:38])=[O:16])=[O:7])([CH3:4])([CH3:3])[CH3:2].